Dataset: Full USPTO retrosynthesis dataset with 1.9M reactions from patents (1976-2016). Task: Predict the reactants needed to synthesize the given product. (1) Given the product [CH3:31][NH:14][C:11]1[CH:12]=[N:13][C:8]([N:5]2[CH2:4][CH2:3][N:2]([CH3:1])[CH2:7][CH2:6]2)=[CH:9][C:10]=1[C:15]1[CH:20]=[CH:19][CH:18]=[CH:17][C:16]=1[CH3:21], predict the reactants needed to synthesize it. The reactants are: [CH3:1][N:2]1[CH2:7][CH2:6][N:5]([C:8]2[N:13]=[CH:12][C:11]([NH2:14])=[C:10]([C:15]3[CH:20]=[CH:19][CH:18]=[CH:17][C:16]=3[CH3:21])[CH:9]=2)[CH2:4][CH2:3]1.[H-].[Al+3].[Li+].[H-].[H-].[H-].Cl.[OH-].[Na+].[CH:31](OC)(OC)OC. (2) Given the product [C:31]([O:23][CH2:22][C:3]1[C:4]([N:8]2[CH2:20][CH2:19][C:18]3[N:17]4[C:12]([CH2:13][CH2:14][CH2:15][CH2:16]4)=[CH:11][C:10]=3[C:9]2=[O:21])=[N:5][CH:6]=[CH:7][C:2]=1[Cl:1])(=[O:33])[CH3:32], predict the reactants needed to synthesize it. The reactants are: [Cl:1][C:2]1[CH:7]=[CH:6][N:5]=[C:4]([N:8]2[CH2:20][CH2:19][C:18]3[N:17]4[C:12]([CH2:13][CH2:14][CH2:15][CH2:16]4)=[CH:11][C:10]=3[C:9]2=[O:21])[C:3]=1[CH2:22][OH:23].C(N(CC)CC)C.[C:31](Cl)(=[O:33])[CH3:32].